From a dataset of Full USPTO retrosynthesis dataset with 1.9M reactions from patents (1976-2016). Predict the reactants needed to synthesize the given product. (1) Given the product [F:25][C:22]([F:23])([F:24])[C:20]1[CH:19]=[CH:18][C:16]2[N:17]=[C:13]([NH:12][C:9](=[O:10])[CH2:8][C:4]3[CH:5]=[CH:6][CH:7]=[C:2]([Cl:1])[CH:3]=3)[S:14][C:15]=2[CH:21]=1, predict the reactants needed to synthesize it. The reactants are: [Cl:1][C:2]1[CH:3]=[C:4]([CH2:8][C:9](Cl)=[O:10])[CH:5]=[CH:6][CH:7]=1.[NH2:12][C:13]1[S:14][C:15]2[CH:21]=[C:20]([C:22]([F:25])([F:24])[F:23])[CH:19]=[CH:18][C:16]=2[N:17]=1. (2) The reactants are: [C:1]1([C:7]2[CH:12]=[C:11]([N+:13]([O-])=O)[CH:10]=[C:9]([N+:16]([O-])=O)[C:8]=2[NH2:19])[CH:6]=[CH:5][CH:4]=[CH:3][CH:2]=1. Given the product [C:1]1([C:7]2[CH:12]=[C:11]([NH2:13])[CH:10]=[C:9]([NH2:16])[C:8]=2[NH2:19])[CH:2]=[CH:3][CH:4]=[CH:5][CH:6]=1, predict the reactants needed to synthesize it. (3) Given the product [I:24][C:2]1[N:6]([C:7]2[CH:12]=[CH:11][CH:10]=[CH:9][C:8]=2[CH3:13])[N:5]=[C:4]([C:14]([O:16][CH2:17][CH3:18])=[O:15])[CH:3]=1, predict the reactants needed to synthesize it. The reactants are: N[C:2]1[N:6]([C:7]2[CH:12]=[CH:11][CH:10]=[CH:9][C:8]=2[CH3:13])[N:5]=[C:4]([C:14]([O:16][CH2:17][CH3:18])=[O:15])[CH:3]=1.S(=O)(=O)(O)O.[I-:24].[K+].N([O-])=O.[Na+]. (4) Given the product [C:36]([C:15]1[CH:16]([CH:1]2[CH2:6][CH2:5][CH2:4][CH2:3][CH2:2]2)[N:11]([C:18]([O:20][CH2:21][CH3:22])=[O:19])[C:23](=[O:29])[NH:9][C:14]=1[CH3:13])#[N:37], predict the reactants needed to synthesize it. The reactants are: [CH:1]1([Mg]Cl)[CH2:6][CH2:5][CH2:4][CH2:3][CH2:2]1.[NH4+:9].[Cl-].[N:11]1[CH:16]=[CH:15][CH:14]=[CH:13]C=1.Cl[C:18]([O:20][CH2:21][CH3:22])=[O:19].[C:23]([OH:29])(C(F)(F)F)=O.C([O-])(O)=O.[Na+].C[C:36]#[N:37]. (5) Given the product [CH2:1]([N:3]1[CH2:8][CH2:7][N:6]2[N:9]=[C:10]([NH:12][C:13]3[C:14](=[O:29])[N:15]([CH3:28])[CH:16]=[C:17]([C:31]4[C:36]([CH:37]=[O:38])=[C:35]([N:39]5[CH2:51][CH2:50][C:49]6[N:48]7[C:43]([CH2:44][CH2:45][CH2:46][CH2:47]7)=[CH:42][C:41]=6[C:40]5=[O:52])[N:34]=[CH:33][CH:32]=4)[CH:18]=3)[CH:11]=[C:5]2[CH2:4]1)[CH3:2], predict the reactants needed to synthesize it. The reactants are: [CH2:1]([N:3]1[CH2:8][CH2:7][N:6]2[N:9]=[C:10]([NH:12][C:13]3[C:14](=[O:29])[N:15]([CH3:28])[CH:16]=[C:17](B4OC(C)(C)C(C)(C)O4)[CH:18]=3)[CH:11]=[C:5]2[CH2:4]1)[CH3:2].Cl[C:31]1[C:36]([CH:37]=[O:38])=[C:35]([N:39]2[CH2:51][CH2:50][C:49]3[N:48]4[C:43]([CH2:44][CH2:45][CH2:46][CH2:47]4)=[CH:42][C:41]=3[C:40]2=[O:52])[N:34]=[CH:33][CH:32]=1.[O-]P([O-])([O-])=O.[K+].[K+].[K+].C([O-])(=O)C.[Na+]. (6) Given the product [NH2:63][CH2:64][CH2:65][CH2:66][NH:67][C:43]([C:40]1[S:39][C:35]2[N:36]=[CH:37][N:38]=[C:33]([NH:32][C:29]3[CH:30]=[CH:31][C:26]([F:25])=[CH:27][C:28]=3[O:47][CH:48]3[CH2:53][CH2:52][O:51][CH2:50][CH2:49]3)[C:34]=2[C:41]=1[CH3:42])=[O:45], predict the reactants needed to synthesize it. The reactants are: CN(C(ON1N=NC2C=CC=NC1=2)=[N+](C)C)C.F[P-](F)(F)(F)(F)F.[F:25][C:26]1[CH:31]=[CH:30][C:29]([NH:32][C:33]2[C:34]3[C:41]([CH3:42])=[C:40]([C:43]([O:45]C)=O)[S:39][C:35]=3[N:36]=[CH:37][N:38]=2)=[C:28]([O:47][CH:48]2[CH2:53][CH2:52][O:51][CH2:50][CH2:49]2)[CH:27]=1.CCN(C(C)C)C(C)C.[NH2:63][CH2:64][CH2:65][CH2:66][NH:67]C(=O)OC(C)(C)C.FC(F)(F)C(O)=O. (7) Given the product [ClH:1].[ClH:26].[Cl:26][C:27]1[CH:32]=[C:31]([C:2]2[N:3]=[C:4]3[C:9](=[CH:10][CH:11]=2)[N:8]=[CH:7][C:6]([C:12](=[O:14])[CH3:13])=[C:5]3[NH:15][C@H:16]2[CH2:17][CH2:18][C@H:19]([CH2:22][N:23]([CH3:24])[CH3:25])[CH2:20][CH2:21]2)[CH:30]=[C:29]([Cl:42])[C:28]=1[OH:43], predict the reactants needed to synthesize it. The reactants are: [Cl:1][C:2]1[N:3]=[C:4]2[C:9](=[CH:10][CH:11]=1)[N:8]=[CH:7][C:6]([C:12](=[O:14])[CH3:13])=[C:5]2[NH:15][C@H:16]1[CH2:21][CH2:20][C@H:19]([CH2:22][N:23]([CH3:25])[CH3:24])[CH2:18][CH2:17]1.[Cl:26][C:27]1[CH:32]=[C:31](B2OC(C)(C)C(C)(C)O2)[CH:30]=[C:29]([Cl:42])[C:28]=1[OH:43].C1(N)C(F)=C(F)C(F)=C(N)C=1F.Cl.Cl. (8) Given the product [N:36]([CH2:2][CH2:3][CH2:4][S:5]([O:8][CH2:9][C:10]([CH3:35])([CH3:34])[CH:11]([O:26][CH2:27][C:28]1[CH:33]=[CH:32][CH:31]=[CH:30][CH:29]=1)[C:12]([O:14][CH2:15][CH2:16][O:17][C:18](=[O:25])[C:19]1[CH:24]=[CH:23][CH:22]=[CH:21][CH:20]=1)=[O:13])(=[O:7])=[O:6])=[N+:37]=[N-:38], predict the reactants needed to synthesize it. The reactants are: Cl[CH2:2][CH2:3][CH2:4][S:5]([O:8][CH2:9][C:10]([CH3:35])([CH3:34])[CH:11]([O:26][CH2:27][C:28]1[CH:33]=[CH:32][CH:31]=[CH:30][CH:29]=1)[C:12]([O:14][CH2:15][CH2:16][O:17][C:18](=[O:25])[C:19]1[CH:24]=[CH:23][CH:22]=[CH:21][CH:20]=1)=[O:13])(=[O:7])=[O:6].[N-:36]=[N+:37]=[N-:38].[Na+].